Predict the reactants needed to synthesize the given product. From a dataset of Full USPTO retrosynthesis dataset with 1.9M reactions from patents (1976-2016). (1) Given the product [CH2:1]([N:3]([CH2:25][C:26]1[CH:31]=[CH:30][CH:29]=[CH:28][C:27]=1[F:32])[C:4](=[O:24])[CH2:5][C:6]1[CH:23]=[CH:22][C:9]([CH2:10][O:11][C:12]2[CH:21]=[CH:20][CH:19]=[CH:18][C:13]=2[C:14]([OH:16])=[O:15])=[CH:8][CH:7]=1)[CH3:2], predict the reactants needed to synthesize it. The reactants are: [CH2:1]([N:3]([CH2:25][C:26]1[CH:31]=[CH:30][CH:29]=[CH:28][C:27]=1[F:32])[C:4](=[O:24])[CH2:5][C:6]1[CH:23]=[CH:22][C:9]([CH2:10][O:11][C:12]2[CH:21]=[CH:20][CH:19]=[CH:18][C:13]=2[C:14]([O:16]C)=[O:15])=[CH:8][CH:7]=1)[CH3:2].[OH-].[K+]. (2) Given the product [CH3:16][O:17][C:18]([C:20]1[N:21]([CH3:29])[C:22]([S:25]([N:4]2[CH2:5][CH2:6][C@H:2]([OH:1])[CH2:3]2)(=[O:27])=[O:26])=[CH:23][CH:24]=1)=[O:19], predict the reactants needed to synthesize it. The reactants are: [OH:1][C@H:2]1[CH2:6][CH2:5][NH:4][CH2:3]1.C(N(C(C)C)CC)(C)C.[CH3:16][O:17][C:18]([C:20]1[N:21]([CH3:29])[C:22]([S:25](Cl)(=[O:27])=[O:26])=[CH:23][CH:24]=1)=[O:19].Cl. (3) Given the product [ClH:1].[N:37]1[CH:38]=[CH:39][C:34]([CH2:33][NH:32][C:2]2[N:7]=[C:6]([C:8]3[CH:13]=[CH:12][CH:11]=[CH:10][CH:9]=3)[N:5]=[C:4]([C:14]([NH:16][C:17]3[CH:22]=[CH:21][CH:20]=[CH:19][C:18]=3[C:23]3[S:24][C:25]4[CH:26]=[N:27][CH:28]=[CH:29][C:30]=4[N:31]=3)=[O:15])[CH:3]=2)=[CH:35][CH:36]=1, predict the reactants needed to synthesize it. The reactants are: [Cl:1][C:2]1[N:7]=[C:6]([C:8]2[CH:13]=[CH:12][CH:11]=[CH:10][CH:9]=2)[N:5]=[C:4]([C:14]([NH:16][C:17]2[CH:22]=[CH:21][CH:20]=[CH:19][C:18]=2[C:23]2[S:24][C:25]3[CH:26]=[N:27][CH:28]=[CH:29][C:30]=3[N:31]=2)=[O:15])[CH:3]=1.[NH2:32][CH2:33][C:34]1[CH:39]=[CH:38][N:37]=[CH:36][CH:35]=1. (4) Given the product [C:15]([O:14][C:12]([NH:6][C@H:5]([CH2:10][CH2:9][CH2:8][C:7](=[O:11])[C:22]1[CH:21]=[C:20]([F:19])[C:25]([F:26])=[C:24]([F:27])[CH:23]=1)[C:3]([O:2][CH3:1])=[O:4])=[O:13])([CH3:18])([CH3:17])[CH3:16], predict the reactants needed to synthesize it. The reactants are: [CH3:1][O:2][C:3]([C@H:5]1[CH2:10][CH2:9][CH2:8][C:7](=[O:11])[N:6]1[C:12]([O:14][C:15]([CH3:18])([CH3:17])[CH3:16])=[O:13])=[O:4].[F:19][C:20]1[CH:21]=[C:22]([Mg]Br)[CH:23]=[C:24]([F:27])[C:25]=1[F:26].[Cl-].[NH4+].C(OCC)(=O)C. (5) Given the product [Cl:17][C:18]1[N:19]=[C:20]2[CH:25]=[CH:24][C:23]([Cl:26])=[N:22][N:21]2[C:27]=1[S:28]([N:31]=[CH:6][N:5]([CH2:8][CH:9]([CH3:11])[CH3:10])[CH2:1][CH:2]([CH3:4])[CH3:3])(=[O:30])=[O:29], predict the reactants needed to synthesize it. The reactants are: [CH2:1]([N:5]([CH2:8][CH:9]([CH3:11])[CH3:10])[CH:6]=O)[CH:2]([CH3:4])[CH3:3].P(Cl)(Cl)(Cl)=O.[Cl:17][C:18]1[N:19]=[C:20]2[CH:25]=[CH:24][C:23]([Cl:26])=[N:22][N:21]2[C:27]=1[S:28]([NH2:31])(=[O:30])=[O:29].C(N(CC)CC)C.C(=O)(O)[O-].[Na+].